This data is from Reaction yield outcomes from USPTO patents with 853,638 reactions. The task is: Predict the reaction yield, written as a fraction of the theoretical maximum amount of product (1.0 means a 100% yield; for example, 0.34 means a 34% yield). (1) The reactants are BrC1C=C(C=CC=1)O[C:6]1[CH:11]=[CH:10][C:9]([C:12]2[N:16]([CH:17]3[CH2:22][CH2:21][CH2:20][CH2:19][CH2:18]3)[C:15]3[CH:23]=[CH:24][C:25]([C:27]([O:29][CH2:30][CH3:31])=[O:28])=[CH:26][C:14]=3[N:13]=2)=[CH:8][CH:7]=1.[C:35]1(/[CH:43]=[CH:44]/C2C=CC=CC=2)[CH:40]=[CH:39][C:38](C=O)=[CH:37][CH:36]=1.C1C=CC2C(=NO[N+]=2[O-])C=1.C(OCC)(=O)C. The catalyst is CO.C(#N)C. The product is [CH:17]1([N:16]2[C:15]3[CH:23]=[CH:24][C:25]([C:27]([O:29][CH2:30][CH3:31])=[O:28])=[CH:26][C:14]=3[N:13]=[C:12]2[C:9]2[CH:10]=[CH:11][C:6](/[CH:44]=[CH:43]/[C:35]3[CH:40]=[CH:39][CH:38]=[CH:37][CH:36]=3)=[CH:7][CH:8]=2)[CH2:22][CH2:21][CH2:20][CH2:19][CH2:18]1. The yield is 0.630. (2) The catalyst is C1COCC1. The reactants are [N+:1]([C:4]1[CH:9]=[CH:8][C:7]([C@@H:10]([CH3:13])[CH2:11]O)=[CH:6][CH:5]=1)([O-:3])=[O:2].[C:14]1(=[O:24])[NH:18][C:17](=[O:19])[C:16]2=[CH:20][CH:21]=[CH:22][CH:23]=[C:15]12.C1(P(C2C=CC=CC=2)C2C=CC=CC=2)C=CC=CC=1.CCOC(/N=N/C(OCC)=O)=O. The product is [N+:1]([C:4]1[CH:9]=[CH:8][C:7]([C@@H:10]([CH3:13])[CH2:11][N:18]2[C:14](=[O:24])[C:15]3[C:16](=[CH:20][CH:21]=[CH:22][CH:23]=3)[C:17]2=[O:19])=[CH:6][CH:5]=1)([O-:3])=[O:2]. The yield is 0.969. (3) The reactants are [N:1]([CH2:4][CH:5]1[NH:10][C:9]2[C:11](Br)=[CH:12][C:13]([Cl:15])=[CH:14][C:8]=2[O:7][CH2:6]1)=[N+:2]=[N-:3].[Cl:17][C:18]1[CH:23]=[C:22]([O:24][CH3:25])[CH:21]=[CH:20][C:19]=1B(O)O. No catalyst specified. The product is [N:1]([CH2:4][CH:5]1[NH:10][C:9]2[C:11]([C:19]3[CH:20]=[CH:21][C:22]([O:24][CH3:25])=[CH:23][C:18]=3[Cl:17])=[CH:12][C:13]([Cl:15])=[CH:14][C:8]=2[O:7][CH2:6]1)=[N+:2]=[N-:3]. The yield is 0.760. (4) The yield is 0.280. The product is [C:2](=[O:3])([O:4][CH2:5][CH3:6])[O:27][C:22]1[CH:23]=[CH:24][C:25]2[C:26]3[C:18](=[C:17]([C:28](=[O:29])[NH2:30])[CH:16]=[CH:15][C:14]=3[C:9]3[CH:10]=[CH:11][CH:12]=[CH:13][C:8]=3[F:7])[NH:19][C:20]=2[CH:21]=1. The reactants are Cl[C:2]([O:4][CH2:5][CH3:6])=[O:3].[F:7][C:8]1[CH:13]=[CH:12][CH:11]=[CH:10][C:9]=1[C:14]1[C:26]2[C:25]3[C:20](=[CH:21][C:22]([OH:27])=[CH:23][CH:24]=3)[NH:19][C:18]=2[C:17]([C:28]([NH2:30])=[O:29])=[CH:16][CH:15]=1. The catalyst is N1C=CC=CC=1.CCOC(C)=O. (5) The reactants are Br[C:2]1[CH:3]=[C:4]2[C:8](=[CH:9][CH:10]=1)[NH:7][N:6]=[CH:5]2.[B:11]1([B:11]2[O:15][C:14]([CH3:17])([CH3:16])[C:13]([CH3:19])([CH3:18])[O:12]2)[O:15][C:14]([CH3:17])([CH3:16])[C:13]([CH3:19])([CH3:18])[O:12]1.CC([O-])=O.[K+]. The catalyst is CN(C=O)C.C1C=CC(P(C2C=CC=CC=2)[C-]2C=CC=C2)=CC=1.C1C=CC(P(C2C=CC=CC=2)[C-]2C=CC=C2)=CC=1.Cl[Pd]Cl.[Fe+2]. The product is [CH3:18][C:13]1([CH3:19])[C:14]([CH3:17])([CH3:16])[O:15][B:11]([C:2]2[CH:3]=[C:4]3[C:8](=[CH:9][CH:10]=2)[NH:7][N:6]=[CH:5]3)[O:12]1. The yield is 0.930. (6) The reactants are S(OS([O-])=O)([O-])=O.[Na+].[Na+].[CH2:10]([N:12]1[C:24]2[CH:23]=[CH:22][C:21]([CH:25]=O)=[CH:20][C:19]=2[C:18]2[C:13]1=[CH:14][CH:15]=[CH:16][CH:17]=2)[CH3:11].[NH2:27][C:28]1[CH:29]=[C:30]([CH:34]=[CH:35][C:36]=1[NH:37][CH2:38][CH2:39][O:40][CH3:41])[C:31]([OH:33])=[O:32].Cl. The catalyst is C1COCC1.O. The product is [CH2:10]([N:12]1[C:24]2[CH:23]=[CH:22][C:21]([C:25]3[N:37]([CH2:38][CH2:39][O:40][CH3:41])[C:36]4[CH:35]=[CH:34][C:30]([C:31]([OH:33])=[O:32])=[CH:29][C:28]=4[N:27]=3)=[CH:20][C:19]=2[C:18]2[C:13]1=[CH:14][CH:15]=[CH:16][CH:17]=2)[CH3:11]. The yield is 0.860.